Dataset: Catalyst prediction with 721,799 reactions and 888 catalyst types from USPTO. Task: Predict which catalyst facilitates the given reaction. (1) Reactant: C[N:2]([CH:4]=O)C.[C:6]([CH2:9][C@H:10]1[CH2:15][CH2:14][C@H:13]([O:16][C:17]([N:19]2[CH2:28][CH2:27][C:26]3[C:21](=[CH:22][CH:23]=[C:24]([NH:29][C:30]([NH:32][C:33]4[CH:38]=[CH:37][CH:36]=[CH:35][C:34]=4[F:39])=[O:31])[CH:25]=3)[CH2:20]2)=[O:18])[CH2:12][CH2:11]1)(O)=[O:7].CN([P+](O[N:51]1[N:59]=[N:58]C2C=CC=CC1=2)(N(C)C)N(C)C)C.F[P-](F)(F)(F)(F)F.C([N:70](C(C)C)CC)(C)C. Product: [NH:51]1[C:4]([NH:2][C:6]([CH2:9][C@H:10]2[CH2:15][CH2:14][C@H:13]([O:16][C:17]([N:19]3[CH2:28][CH2:27][C:26]4[C:21](=[CH:22][CH:23]=[C:24]([NH:29][C:30]([NH:32][C:33]5[CH:38]=[CH:37][CH:36]=[CH:35][C:34]=5[F:39])=[O:31])[CH:25]=4)[CH2:20]3)=[O:18])[CH2:12][CH2:11]2)=[O:7])=[N:70][N:58]=[N:59]1. The catalyst class is: 33. (2) Reactant: [F:1][C:2]([F:18])([F:17])[C:3]1[CH:8]=[CH:7][C:6]([C:9]2[CH:10]=[N:11][CH:12]=[C:13]([CH:16]=2)[C:14]#[N:15])=[CH:5][CH:4]=1.[H][H]. Product: [F:17][C:2]([F:1])([F:18])[C:3]1[CH:4]=[CH:5][C:6]([C:9]2[CH:16]=[C:13]([CH2:14][NH2:15])[CH:12]=[N:11][CH:10]=2)=[CH:7][CH:8]=1. The catalyst class is: 63. (3) Reactant: [Br:1][C:2]1[CH:15]=[CH:14][C:5]([O:6][CH2:7][C:8]2([CH2:12][OH:13])[CH2:11][O:10][CH2:9]2)=[CH:4][CH:3]=1.CC1(C)N([O])C(C)(C)CCC1.P([O-])([O-])([O-])=[O:28].[O-]Cl=O.[Na+].Cl[O-].[Na+]. Product: [Br:1][C:2]1[CH:3]=[CH:4][C:5]([O:6][CH2:7][C:8]2([C:12]([OH:28])=[O:13])[CH2:9][O:10][CH2:11]2)=[CH:14][CH:15]=1. The catalyst class is: 47. (4) Reactant: [C:1]([O:5][C:6]([N:8]1[CH2:13][CH2:12][CH2:11][C:10]([NH2:18])([CH:14]([CH3:17])[CH2:15]O)[CH2:9]1)=[O:7])([CH3:4])([CH3:3])[CH3:2].C1(P(C2C=CC=CC=2)C2C=CC=CC=2)C=CC=CC=1.C(Br)(Br)(Br)Br.Cl[C:44]([O:46][CH2:47][C:48]1[CH:53]=[CH:52][CH:51]=[CH:50][CH:49]=1)=[O:45]. Product: [C:1]([O:5][C:6]([N:8]1[CH2:13][CH2:12][CH2:11][C:10]2([N:18]([C:44]([O:46][CH2:47][C:48]3[CH:53]=[CH:52][CH:51]=[CH:50][CH:49]=3)=[O:45])[CH2:15][CH:14]2[CH3:17])[CH2:9]1)=[O:7])([CH3:4])([CH3:3])[CH3:2]. The catalyst class is: 884. (5) Reactant: [CH3:1][C:2]1[CH:7]=[C:6]([NH:8][S:9]([C:12]2[CH:17]=[CH:16][CH:15]=[CH:14][CH:13]=2)(=[O:11])=[O:10])[CH:5]=[C:4]([CH3:18])[C:3]=1[NH:19][C:20]([CH2:22][C:23]1[CH:30]=[CH:29][C:26]([C:27]#[N:28])=[CH:25][CH:24]=1)=[O:21].Cl.C(=O)([O-])[O-].[NH4+:36].[NH4+]. Product: [CH3:18][C:4]1[CH:5]=[C:6]([NH:8][S:9]([C:12]2[CH:13]=[CH:14][CH:15]=[CH:16][CH:17]=2)(=[O:11])=[O:10])[CH:7]=[C:2]([CH3:1])[C:3]=1[NH:19][C:20]([CH2:22][C:23]1[CH:24]=[CH:25][C:26]([C:27]([NH2:36])=[NH:28])=[CH:29][CH:30]=1)=[O:21]. The catalyst class is: 8. (6) Reactant: [CH3:1][C:2]1[N:3]([S:21]([C:24]2[CH:29]=[CH:28][C:27]([C:30]([F:33])([F:32])[F:31])=[CH:26][CH:25]=2)(=[O:23])=[O:22])[C:4]2[C:9]([C:10]=1[C:11]1[C:20]3[C:15](=[CH:16][CH:17]=[CH:18][CH:19]=3)[CH:14]=[N:13][CH:12]=1)=[CH:8][CH:7]=[CH:6][CH:5]=2.I[CH:35]([CH3:37])[CH3:36].CN(C=[O:42])C. Product: [CH:35]([N:13]1[CH:12]=[C:11]([C:10]2[C:9]3[C:4](=[CH:5][CH:6]=[CH:7][CH:8]=3)[N:3]([S:21]([C:24]3[CH:29]=[CH:28][C:27]([C:30]([F:33])([F:31])[F:32])=[CH:26][CH:25]=3)(=[O:23])=[O:22])[C:2]=2[CH3:1])[C:20]2[C:15](=[CH:16][CH:17]=[CH:18][CH:19]=2)[C:14]1=[O:42])([CH3:37])[CH3:36]. The catalyst class is: 238.